Dataset: Full USPTO retrosynthesis dataset with 1.9M reactions from patents (1976-2016). Task: Predict the reactants needed to synthesize the given product. (1) Given the product [CH3:1][C@H:2]1[C@@H:3]([C:11]2[N:15]3[C:16]4[CH:22]=[CH:21][N:20]([CH2:23][O:24][CH2:25][CH2:26][Si:27]([CH3:30])([CH3:29])[CH3:28])[C:17]=4[N:18]=[CH:19][C:14]3=[N:13][N:12]=2)[CH2:4][C:5](=[O:6])[CH2:10]1, predict the reactants needed to synthesize it. The reactants are: [CH3:1][C@@H:2]1[CH2:10][C:5]2(OCC[O:6]2)[CH2:4][C@@H:3]1[C:11]1[N:15]2[C:16]3[CH:22]=[CH:21][N:20]([CH2:23][O:24][CH2:25][CH2:26][Si:27]([CH3:30])([CH3:29])[CH3:28])[C:17]=3[N:18]=[CH:19][C:14]2=[N:13][N:12]=1.Cl. (2) Given the product [CH2:29]([O:31][C:32]1[CH:37]=[C:36]([C:3]2[CH:2]=[C:18]([O:19][CH3:20])[C:17]([O:21][CH3:22])=[CH:16][C:4]=2[CH:5]=[C:6]2[C:14]3[C:9](=[CH:10][CH:11]=[CH:12][CH:13]=3)[NH:8][C:7]2=[O:15])[CH:35]=[CH:34][CH:33]=1)[CH3:30], predict the reactants needed to synthesize it. The reactants are: Br[C:2]1[CH:3]=[C:4]([CH:16]=[C:17]([O:21][CH3:22])[C:18]=1[O:19][CH3:20])[CH:5]=[C:6]1[C:14]2[C:9](=[CH:10][CH:11]=[CH:12][CH:13]=2)[NH:8][C:7]1=[O:15].C(=O)([O-])[O-].[Na+].[Na+].[CH2:29]([O:31][C:32]1[CH:33]=[C:34](B(O)O)[CH:35]=[CH:36][CH:37]=1)[CH3:30].O. (3) The reactants are: Cl.FC1C=C(C=CC=1)CN1C=C(C2C3C(=NC=C(C4C=CC(C5CCNCC5)=CC=4)C=3)N(S(C3C=CC(C)=CC=3)(=O)=O)C=2)C=N1.[F:46][C:47]1[CH:48]=[C:49]([CH:99]=[C:100]([F:102])[CH:101]=1)[CH2:50][N:51]1[CH:55]=[CH:54][C:53]([C:56]2[C:64]3[C:59](=[N:60][CH:61]=[C:62]([C:65]4[CH:70]=[CH:69][C:68]([N:71]5[CH2:76][CH2:75][N:74]([C:77]([O:79][C:80]([CH3:83])([CH3:82])[CH3:81])=[O:78])[CH2:73][CH2:72]5)=[C:67]([NH:84][S:85]([CH3:88])(=[O:87])=[O:86])[CH:66]=4)[CH:63]=3)[N:58](S(C3C=CC(C)=CC=3)(=O)=O)[CH:57]=2)=[N:52]1.[OH-].[Li+]. Given the product [F:46][C:47]1[CH:48]=[C:49]([CH:99]=[C:100]([F:102])[CH:101]=1)[CH2:50][N:51]1[CH:55]=[CH:54][C:53]([C:56]2[C:64]3[C:59](=[N:60][CH:61]=[C:62]([C:65]4[CH:70]=[CH:69][C:68]([N:71]5[CH2:72][CH2:73][N:74]([C:77]([O:79][C:80]([CH3:83])([CH3:82])[CH3:81])=[O:78])[CH2:75][CH2:76]5)=[C:67]([NH:84][S:85]([CH3:88])(=[O:87])=[O:86])[CH:66]=4)[CH:63]=3)[NH:58][CH:57]=2)=[N:52]1, predict the reactants needed to synthesize it. (4) Given the product [CH2:1]([C@H:8]1[C@H:12]([CH2:13][CH2:14][CH2:15][CH2:16][CH2:17][O:18][CH2:19][C:20]2[CH:21]=[CH:22][CH:23]=[CH:24][CH:25]=2)[O:26][C:9]1=[O:11])[C:2]1[CH:3]=[CH:4][CH:5]=[CH:6][CH:7]=1, predict the reactants needed to synthesize it. The reactants are: [CH2:1]([CH:8]([CH:12]([OH:26])[CH2:13][CH2:14][CH2:15][CH2:16][CH2:17][O:18][CH2:19][C:20]1[CH:25]=[CH:24][CH:23]=[CH:22][CH:21]=1)[C:9]([OH:11])=O)[C:2]1[CH:7]=[CH:6][CH:5]=[CH:4][CH:3]=1.C1(S(Cl)(=O)=O)C=CC=CC=1. (5) Given the product [CH3:1][C:2]1[N:7]=[CH:6][C:5]([C:8](=[O:10])[CH2:9][C:15](=[O:16])[C:14]([O:13][CH2:11][CH3:12])=[O:20])=[CH:4][CH:3]=1, predict the reactants needed to synthesize it. The reactants are: [CH3:1][C:2]1[N:7]=[CH:6][C:5]([C:8](=[O:10])[CH3:9])=[CH:4][CH:3]=1.[CH2:11]([O:13][C:14](=[O:20])[C:15](OCC)=[O:16])[CH3:12].C[Si]([N-][Si](C)(C)C)(C)C.[Li+].